From a dataset of Full USPTO retrosynthesis dataset with 1.9M reactions from patents (1976-2016). Predict the reactants needed to synthesize the given product. (1) Given the product [C:1]12([C:11]3[N:12]=[C:13]([CH3:18])[S:14][C:15]=3[CH2:16][Cl:29])[CH2:10][CH:5]3[CH2:6][CH:7]([CH2:9][CH:3]([CH2:4]3)[CH2:2]1)[CH2:8]2, predict the reactants needed to synthesize it. The reactants are: [C:1]12([C:11]3[N:12]=[C:13]([CH3:18])[S:14][C:15]=3[CH2:16]O)[CH2:10][CH:5]3[CH2:6][CH:7]([CH2:9][CH:3]([CH2:4]3)[CH2:2]1)[CH2:8]2.N1C=CC=CC=1.CS([Cl:29])(=O)=O.O. (2) Given the product [N+:10]([C:8]1[CH:9]=[C:4]2[C:5](=[CH:6][CH:7]=1)[N:13]=[C:14]([C:16]1[CH:21]=[N:20][CH:19]=[CH:18][N:17]=1)[NH:2][C:1]2=[O:3])([O-:12])=[O:11], predict the reactants needed to synthesize it. The reactants are: [C:1]([C:4]1[CH:9]=[C:8]([N+:10]([O-:12])=[O:11])[CH:7]=[CH:6][C:5]=1[NH:13][C:14]([C:16]1[CH:21]=[N:20][CH:19]=[CH:18][N:17]=1)=O)(=[O:3])[NH2:2].[OH-].[Na+]. (3) Given the product [C:1]([C:4]1[CH:5]=[C:6]([NH:11][C:12](=[NH:14])[S:13][CH3:16])[C:7]([CH3:10])=[CH:8][CH:9]=1)([OH:3])=[O:2], predict the reactants needed to synthesize it. The reactants are: [C:1]([C:4]1[CH:5]=[C:6]([NH:11][C:12]([NH2:14])=[S:13])[C:7]([CH3:10])=[CH:8][CH:9]=1)([OH:3])=[O:2].I[CH3:16]. (4) Given the product [C:1]([O:5][C:6](=[O:31])[NH:7][C@@H:8]([C:11]1[CH:16]=[CH:15][C:14]([O:17][CH3:18])=[C:13]([C:19](=[O:29])[C:20]2[CH:25]=[CH:24][CH:23]=[C:22]([C:26]#[N:27])[CH:21]=2)[C:12]=1[F:30])[CH2:9][CH3:10])([CH3:2])([CH3:3])[CH3:4], predict the reactants needed to synthesize it. The reactants are: [C:1]([O:5][C:6](=[O:31])[NH:7][C@@H:8]([C:11]1[CH:16]=[CH:15][C:14]([O:17][CH3:18])=[C:13]([C:19](=[O:29])[C:20]2[CH:25]=[CH:24][CH:23]=[C:22]([C:26](=O)[NH2:27])[CH:21]=2)[C:12]=1[F:30])[CH2:9][CH3:10])([CH3:4])([CH3:3])[CH3:2].P(Cl)(Cl)(OCC)=O.C1CCN2C(=NCCC2)CC1. (5) Given the product [ClH:9].[NH2:10][C:11]1[C:20]2[C:15](=[CH:16][C:17]([O:23][CH3:24])=[C:18]([O:21][CH3:22])[CH:19]=2)[N:14]=[C:13]([N:25]2[CH2:30][CH2:29][N:28]([C:7]([C:6]3[O:5][CH:4]=[N:3][C:2]=3[CH3:1])=[O:8])[CH2:27][CH2:26]2)[N:12]=1, predict the reactants needed to synthesize it. The reactants are: [CH3:1][C:2]1[N:3]=[CH:4][O:5][C:6]=1[C:7]([Cl:9])=[O:8].[NH2:10][C:11]1[C:20]2[C:15](=[CH:16][C:17]([O:23][CH3:24])=[C:18]([O:21][CH3:22])[CH:19]=2)[N:14]=[C:13]([N:25]2[CH2:30][CH2:29][NH:28][CH2:27][CH2:26]2)[N:12]=1.